From a dataset of Peptide-MHC class I binding affinity with 185,985 pairs from IEDB/IMGT. Regression. Given a peptide amino acid sequence and an MHC pseudo amino acid sequence, predict their binding affinity value. This is MHC class I binding data. The MHC is HLA-B35:01 with pseudo-sequence HLA-B35:01. The binding affinity (normalized) is 0.612. The peptide sequence is SPMVIATTDM.